This data is from NCI-60 drug combinations with 297,098 pairs across 59 cell lines. The task is: Regression. Given two drug SMILES strings and cell line genomic features, predict the synergy score measuring deviation from expected non-interaction effect. (1) Drug 1: C1CCC(CC1)NC(=O)N(CCCl)N=O. Drug 2: C1CC(C1)(C(=O)O)C(=O)O.[NH2-].[NH2-].[Pt+2]. Cell line: T-47D. Synergy scores: CSS=5.61, Synergy_ZIP=-3.87, Synergy_Bliss=-2.37, Synergy_Loewe=-3.14, Synergy_HSA=-0.970. (2) Drug 1: C1CCC(CC1)NC(=O)N(CCCl)N=O. Drug 2: C1=CC(=CC=C1CCCC(=O)O)N(CCCl)CCCl. Cell line: MDA-MB-231. Synergy scores: CSS=29.5, Synergy_ZIP=-5.06, Synergy_Bliss=1.88, Synergy_Loewe=5.60, Synergy_HSA=7.39. (3) Drug 1: CN1CCC(CC1)COC2=C(C=C3C(=C2)N=CN=C3NC4=C(C=C(C=C4)Br)F)OC. Drug 2: CN1C(=O)N2C=NC(=C2N=N1)C(=O)N. Cell line: RPMI-8226. Synergy scores: CSS=-5.20, Synergy_ZIP=4.70, Synergy_Bliss=5.73, Synergy_Loewe=-8.80, Synergy_HSA=-4.08. (4) Drug 1: CC1=C(C(CCC1)(C)C)C=CC(=CC=CC(=CC(=O)O)C)C. Drug 2: C1=NNC2=C1C(=O)NC=N2. Cell line: NCI-H522. Synergy scores: CSS=-1.42, Synergy_ZIP=0.533, Synergy_Bliss=0.542, Synergy_Loewe=-1.63, Synergy_HSA=-1.33. (5) Drug 1: C1CC(C1)(C(=O)O)C(=O)O.[NH2-].[NH2-].[Pt+2]. Drug 2: C1=CN(C=N1)CC(O)(P(=O)(O)O)P(=O)(O)O. Synergy scores: CSS=6.62, Synergy_ZIP=-0.363, Synergy_Bliss=3.19, Synergy_Loewe=-0.247, Synergy_HSA=-0.0249. Cell line: M14. (6) Drug 1: C1=CC=C(C=C1)NC(=O)CCCCCCC(=O)NO. Drug 2: C1CN1C2=NC(=NC(=N2)N3CC3)N4CC4. Cell line: SW-620. Synergy scores: CSS=21.3, Synergy_ZIP=-10.1, Synergy_Bliss=-5.56, Synergy_Loewe=-5.71, Synergy_HSA=-2.13.